Dataset: Forward reaction prediction with 1.9M reactions from USPTO patents (1976-2016). Task: Predict the product of the given reaction. Given the reactants [C:1]([O:5][C:6]([NH:8][CH:9]([CH:13]1[CH2:18][CH2:17][O:16][CH2:15][CH2:14]1)[C:10]([OH:12])=O)=[O:7])([CH3:4])([CH3:3])[CH3:2].[NH:19]1[CH2:23][CH2:22][C@H:21]([OH:24])[CH2:20]1.CCN=C=NCCCN(C)C.C1C=CC2N(O)N=NC=2C=1, predict the reaction product. The product is: [OH:24][C@H:21]1[CH2:22][CH2:23][N:19]([C:10](=[O:12])[CH:9]([NH:8][C:6](=[O:7])[O:5][C:1]([CH3:2])([CH3:3])[CH3:4])[CH:13]2[CH2:18][CH2:17][O:16][CH2:15][CH2:14]2)[CH2:20]1.